From a dataset of Catalyst prediction with 721,799 reactions and 888 catalyst types from USPTO. Predict which catalyst facilitates the given reaction. (1) Reactant: [CH3:1][C:2]([NH2:5])([CH3:4])[CH3:3].[CH3:6][O:7][C:8]1[CH:13]=[CH:12][C:11]([C:14]2[N:19]=[C:18]([C:20]([NH:22][S:23]([CH3:26])(=[O:25])=[O:24])=[O:21])[C:17]([CH3:27])=[CH:16][CH:15]=2)=[C:10]([CH3:28])[C:9]=1[CH:29]1[C:42]2[C:41](=[O:43])[CH2:40][C:39]([CH3:45])([CH3:44])[CH2:38][C:37]=2[O:36][C:35]2[CH2:34][C:33]([CH3:47])([CH3:46])[CH2:32][C:31](=[O:48])[C:30]1=2.C(OCC)C. Product: [CH3:1][C:2]([NH2:5])([CH3:4])[CH3:3].[CH3:6][O:7][C:8]1[CH:13]=[CH:12][C:11]([C:14]2[N:19]=[C:18]([C:20]([NH:22][S:23]([CH3:26])(=[O:25])=[O:24])=[O:21])[C:17]([CH3:27])=[CH:16][CH:15]=2)=[C:10]([CH3:28])[C:9]=1[CH:29]1[C:30]2[C:31](=[O:48])[CH2:32][C:33]([CH3:46])([CH3:47])[CH2:34][C:35]=2[O:36][C:37]2[CH2:38][C:39]([CH3:45])([CH3:44])[CH2:40][C:41](=[O:43])[C:42]1=2. The catalyst class is: 8. (2) Reactant: C(=O)([O-])[O-].[K+].[K+].[OH:7][C:8]1[CH:15]=[CH:14][C:13]([I:16])=[CH:12][C:9]=1[CH:10]=[O:11].[CH2:17](Cl)[C:18]1[CH:23]=[CH:22][CH:21]=[CH:20][CH:19]=1.O. Product: [CH2:17]([O:7][C:8]1[CH:15]=[CH:14][C:13]([I:16])=[CH:12][C:9]=1[CH:10]=[O:11])[C:18]1[CH:23]=[CH:22][CH:21]=[CH:20][CH:19]=1. The catalyst class is: 9.